From a dataset of Full USPTO retrosynthesis dataset with 1.9M reactions from patents (1976-2016). Predict the reactants needed to synthesize the given product. Given the product [C@@H:19]12[CH2:25][C@@H:22]([CH:23]=[CH:24]1)[CH2:21][C@H:20]2[CH2:26][C:27]([NH:1][N:2]1[N:11]=[C:10]([C:12]2[S:13][CH:14]=[CH:15][C:16]=2[CH3:17])[C:9]2[C:4](=[CH:5][CH:6]=[CH:7][CH:8]=2)[C:3]1=[O:18])=[O:28], predict the reactants needed to synthesize it. The reactants are: [NH2:1][N:2]1[N:11]=[C:10]([C:12]2[S:13][CH:14]=[CH:15][C:16]=2[CH3:17])[C:9]2[C:4](=[CH:5][CH:6]=[CH:7][CH:8]=2)[C:3]1=[O:18].[C@@H:19]12[CH2:25][C@@H:22]([CH:23]=[CH:24]1)[CH2:21][C@H:20]2[CH2:26][C:27](O)=[O:28].